Dataset: Catalyst prediction with 721,799 reactions and 888 catalyst types from USPTO. Task: Predict which catalyst facilitates the given reaction. (1) Reactant: C(OC(=O)[NH:7][C:8]1[CH:13]=[CH:12][CH:11]=[C:10]([O:14][C:15]2C(C(=O)NC3C=CC=CC=3)=CN=C(S(C)(=O)=O)N=2)[CH:9]=1)(C)(C)C.[H-].[H-].[H-].[H-].[Li+].[Al+3]. Product: [CH3:15][O:14][C:10]1[CH:9]=[C:8]([CH:13]=[CH:12][CH:11]=1)[NH2:7]. The catalyst class is: 1. (2) Reactant: [Cl:1][CH2:2][CH:3]1[C:11]2[C:10]3[CH:12]=[C:13]([C:16]([OH:18])=O)[CH:14]=[CH:15][C:9]=3[C:8]([N+:19]([O-:21])=[O:20])=[CH:7][C:6]=2[NH:5][CH2:4]1.[CH3:22][N:23]([CH3:27])[CH2:24][CH2:25][NH2:26].C(P(=O)(OCC)OCC)#N.N.[Na+].[Cl-]. Product: [Cl:1][CH2:2][CH:3]1[C:11]2[C:10]3[CH:12]=[C:13]([C:16]([NH:26][CH2:25][CH2:24][N:23]([CH3:27])[CH3:22])=[O:18])[CH:14]=[CH:15][C:9]=3[C:8]([N+:19]([O-:21])=[O:20])=[CH:7][C:6]=2[NH:5][CH2:4]1. The catalyst class is: 3. (3) Reactant: Br[C:2]1[C:15]([F:16])=[CH:14][C:5]([O:6][C:7]2[CH:12]=[CH:11][CH:10]=[C:9]([F:13])[N:8]=2)=[C:4]([O:17][CH3:18])[CH:3]=1.ClCCl.C(=O)([O-])[O-].[K+].[K+].[CH:28](B1OC(C)(C)C(C)(C)O1)=[CH2:29]. Product: [F:13][C:9]1[CH:10]=[CH:11][CH:12]=[C:7]([O:6][C:5]2[CH:14]=[C:15]([F:16])[C:2]([CH:28]=[CH2:29])=[CH:3][C:4]=2[O:17][CH3:18])[N:8]=1. The catalyst class is: 192. (4) Reactant: [NH2:1][C:2]1[CH:22]=[CH:21][C:5]([C:6]([N:8]2[CH2:13][CH2:12][N:11](C(OC(C)(C)C)=O)[CH2:10][CH2:9]2)=[O:7])=[CH:4][C:3]=1[Cl:23].FC(F)(F)C(O)=O. Product: [NH2:1][C:2]1[CH:22]=[CH:21][C:5]([C:6]([N:8]2[CH2:9][CH2:10][NH:11][CH2:12][CH2:13]2)=[O:7])=[CH:4][C:3]=1[Cl:23]. The catalyst class is: 4. (5) Reactant: [CH3:1][NH:2][C:3]1[N:8]=[C:7]([CH3:9])[C:6]([N+:10]([O-])=O)=[CH:5][CH:4]=1.[H][H]. Product: [CH3:1][NH:2][C:3]1[N:8]=[C:7]([CH3:9])[C:6]([NH2:10])=[CH:5][CH:4]=1. The catalyst class is: 19. (6) Reactant: [Cl:1][C:2]1[CH:3]=[C:4]([CH:8]=[C:9]([Cl:11])[N:10]=1)[C:5]([OH:7])=[O:6].C(OC(O[C:15]([CH3:18])([CH3:17])[CH3:16])=O)(O[C:15]([CH3:18])([CH3:17])[CH3:16])=O.O. Product: [Cl:1][C:2]1[CH:3]=[C:4]([CH:8]=[C:9]([Cl:11])[N:10]=1)[C:5]([O:7][C:15]([CH3:18])([CH3:17])[CH3:16])=[O:6]. The catalyst class is: 230. (7) Reactant: [Br:1][C:2]1[CH:3]=[C:4]([C:8]2([C:15]3[CH:20]=[CH:19][C:18]([O:21][CH3:22])=[CH:17][CH:16]=3)[C:12](=S)S[C:10](=[S:14])[NH:9]2)[CH:5]=[CH:6][CH:7]=1.[NH2:23][CH2:24][CH:25]([CH2:28][NH2:29])[C:26]#[N:27].C(N(CC)CC)C. Product: [Br:1][C:2]1[CH:3]=[C:4]([C:8]2([C:15]3[CH:20]=[CH:19][C:18]([O:21][CH3:22])=[CH:17][CH:16]=3)[C:12]3=[N:27][CH2:26][CH:25]([C:24]#[N:23])[CH2:28][N:29]3[C:10](=[S:14])[NH:9]2)[CH:5]=[CH:6][CH:7]=1. The catalyst class is: 8. (8) Reactant: FC(F)(F)C(O)=O.[Cl:8][C:9]1[C:10](=[O:36])[N:11]([CH2:25][CH2:26][C:27]2[CH:35]=[CH:34][C:30]([C:31](O)=[O:32])=[CH:29][CH:28]=2)[C:12]([CH2:16][N:17]2[CH2:21][CH2:20][CH2:19][C@@H:18]2[CH2:22][CH2:23][CH3:24])=[C:13]([Cl:15])[CH:14]=1.C1N=CN(C(N2C=NC=C2)=O)C=1.[C:49]([O:52][CH2:53][CH2:54][CH2:55][S:56]([NH2:59])(=[O:58])=[O:57])(=[O:51])[CH3:50].N12CCCN=C1CCCCC2. Product: [C:49]([O:52][CH2:53][CH2:54][CH2:55][S:56]([NH:59][C:31](=[O:32])[C:30]1[CH:29]=[CH:28][C:27]([CH2:26][CH2:25][N:11]2[C:12]([CH2:16][N:17]3[CH2:21][CH2:20][CH2:19][C@@H:18]3[CH2:22][CH2:23][CH3:24])=[C:13]([Cl:15])[CH:14]=[C:9]([Cl:8])[C:10]2=[O:36])=[CH:35][CH:34]=1)(=[O:57])=[O:58])(=[O:51])[CH3:50]. The catalyst class is: 38. (9) Reactant: CS(C)=O.C(Cl)(=O)C(Cl)=O.[Cl:11][C:12]1[CH:17]=[CH:16][C:15]([C@@H:18]([C:24]2[CH:29]=[CH:28][C:27]([C:30]([O:32][CH3:33])=[O:31])=[CH:26][CH:25]=2)[N:19]2[CH2:22][CH:21]([OH:23])[CH2:20]2)=[CH:14][CH:13]=1.C(N(CC)CC)C. Product: [Cl:11][C:12]1[CH:17]=[CH:16][C:15]([C@@H:18]([C:24]2[CH:29]=[CH:28][C:27]([C:30]([O:32][CH3:33])=[O:31])=[CH:26][CH:25]=2)[N:19]2[CH2:20][C:21](=[O:23])[CH2:22]2)=[CH:14][CH:13]=1. The catalyst class is: 46. (10) Reactant: [CH2:1]([O:8][CH2:9][C:10]1[CH:15]=[CH:14][C:13]([C:16]([O:18][CH2:19][CH3:20])=[O:17])=[CH:12][N:11]=1)[C:2]1[CH:7]=[CH:6][CH:5]=[CH:4][CH:3]=1.Cl.[C:22]([O:26][CH2:27][CH3:28])(=[O:25])[CH:23]=[CH2:24]. Product: [CH2:1]([O:8][CH2:9][CH:10]1[CH2:15][CH2:14][CH:13]([C:16]([O:18][CH2:19][CH3:20])=[O:17])[CH2:12][N:11]1[CH2:24][CH2:23][C:22]([O:26][CH2:27][CH3:28])=[O:25])[C:2]1[CH:3]=[CH:4][CH:5]=[CH:6][CH:7]=1. The catalyst class is: 25.